From a dataset of Full USPTO retrosynthesis dataset with 1.9M reactions from patents (1976-2016). Predict the reactants needed to synthesize the given product. (1) Given the product [CH:27]1([C:30]2[CH:36]=[CH:35][C:33]([N:34]3[CH2:13][CH2:12][C:6]4([CH2:7][CH2:8][N:9]([S:23]([CH2:22][C:16]5[CH:21]=[CH:20][CH:19]=[CH:18][CH:17]=5)(=[O:25])=[O:24])[CH2:10][CH2:11]4)[C:4]3=[O:5])=[CH:32][CH:31]=2)[CH2:29][CH2:28]1, predict the reactants needed to synthesize it. The reactants are: C(O[C:4]([C:6]1([CH2:12][CH2:13]OC)[CH2:11][CH2:10][NH:9][CH2:8][CH2:7]1)=[O:5])C.[C:16]1([CH2:22][S:23](Cl)(=[O:25])=[O:24])[CH:21]=[CH:20][CH:19]=[CH:18][CH:17]=1.[CH:27]1([C:30]2[CH:36]=[CH:35][C:33]([NH2:34])=[CH:32][CH:31]=2)[CH2:29][CH2:28]1. (2) Given the product [CH3:44][N:39]1[C:38]2[CH:45]=[CH:46][C:35]([N:31]3[CH2:30][C@H:29]([CH2:28][NH:27][C:2](=[O:3])[O:4][CH2:5][F:7])[O:33][C:32]3=[O:34])=[CH:36][C:37]=2[CH2:42][O:41][C:40]1=[O:43], predict the reactants needed to synthesize it. The reactants are: Cl[C:2]([O:4][CH2:5]Cl)=[O:3].[F-:7].[K+].C1OCCOCCOCCOCCOCCOC1.[NH2:27][CH2:28][C@@H:29]1[O:33][C:32](=[O:34])[N:31]([C:35]2[CH:46]=[CH:45][C:38]3[N:39]([CH3:44])[C:40](=[O:43])[O:41][CH2:42][C:37]=3[CH:36]=2)[CH2:30]1.C(N(CC)CC)C. (3) The reactants are: [F:1][C:2]([F:14])([F:13])[C:3]1[NH:7][N:6]=[N:5][C:4]=1[C:8]([O:10]CC)=[O:9].[OH-].[Na+].Cl. Given the product [F:14][C:2]([F:1])([F:13])[C:3]1[NH:7][N:6]=[N:5][C:4]=1[C:8]([OH:10])=[O:9], predict the reactants needed to synthesize it. (4) Given the product [O:22]1[CH2:31][CH2:25][N:24]([C:15]([C:4]2[C:5]3[CH2:14][O:13][C:12]4[CH:11]=[CH:10][CH:9]=[CH:8][C:7]=4[C:6]=3[N:2]([CH3:1])[N:3]=2)=[O:17])[C:29]2[CH:28]=[CH:27][CH:26]=[CH:19][C:18]1=2, predict the reactants needed to synthesize it. The reactants are: [CH3:1][N:2]1[C:6]2[C:7]3[CH:8]=[CH:9][CH:10]=[CH:11][C:12]=3[O:13][CH2:14][C:5]=2[C:4]([C:15]([OH:17])=O)=[N:3]1.[C:18](Cl)(=[O:22])[C:19](Cl)=O.[N:24]1[CH:29]=[CH:28][CH:27]=[CH:26][CH:25]=1.Cl[CH2:31]Cl. (5) Given the product [O:1]1[CH2:6][CH2:5][O:4][C:3]2[CH:7]=[C:8]([NH:11][C:12]3[N:16]4[C:17]([O:32][CH3:31])=[CH:18][CH:19]=[CH:20][C:15]4=[N:14][C:13]=3[C:22]3[C:27]([CH3:28])=[CH:26][C:25]([OH:29])=[CH:24][C:23]=3[CH3:30])[CH:9]=[CH:10][C:2]1=2, predict the reactants needed to synthesize it. The reactants are: [O:1]1[CH2:6][CH2:5][O:4][C:3]2[CH:7]=[C:8]([NH:11][C:12]3[N:16]4[C:17](F)=[CH:18][CH:19]=[CH:20][C:15]4=[N:14][C:13]=3[C:22]3[C:27]([CH3:28])=[CH:26][C:25]([OH:29])=[CH:24][C:23]=3[CH3:30])[CH:9]=[CH:10][C:2]1=2.[CH3:31][OH:32]. (6) Given the product [N:25]1([C:21]2[CH:20]=[C:19]([CH:24]=[CH:23][CH:22]=2)[CH2:18][O:17][C:16]2[CH:38]=[CH:39][C:13]([C@@H:11]3[CH2:12][C@H:10]3[NH:9][CH:40]3[CH2:41][CH2:42][CH:43]([NH2:46])[CH2:44][CH2:45]3)=[CH:14][CH:15]=2)[CH2:30][CH2:29][NH:28][CH2:27][CH2:26]1, predict the reactants needed to synthesize it. The reactants are: Cl.C(OC([N:9]([CH:40]1[CH2:45][CH2:44][CH:43]([NH:46]C(OC(C)(C)C)=O)[CH2:42][CH2:41]1)[C@@H:10]1[CH2:12][C@H:11]1[C:13]1[CH:39]=[CH:38][C:16]([O:17][CH2:18][C:19]2[CH:20]=[C:21]([N:25]3[CH2:30][CH2:29][N:28](C(OC(C)(C)C)=O)[CH2:27][CH2:26]3)[CH:22]=[CH:23][CH:24]=2)=[CH:15][CH:14]=1)=O)(C)(C)C. (7) Given the product [C:9]1([CH:3]2[CH2:4][CH2:5][CH2:6][C:1](=[O:7])[CH2:2]2)[CH:14]=[CH:13][CH:12]=[CH:11][CH:10]=1, predict the reactants needed to synthesize it. The reactants are: [C:1]1(=[O:7])[CH2:6][CH2:5][CH2:4][CH2:3][CH2:2]1.I[C:9]1[CH:14]=[CH:13][CH:12]=[CH:11][CH:10]=1.